This data is from Reaction yield outcomes from USPTO patents with 853,638 reactions. The task is: Predict the reaction yield, written as a fraction of the theoretical maximum amount of product (1.0 means a 100% yield; for example, 0.34 means a 34% yield). The reactants are Br[C:2]1[CH:23]=[CH:22][C:5]2[C:6]3[C:10]([CH2:11][CH2:12][O:13][C:4]=2[CH:3]=1)=[CH:9][N:8]([C:14]1[N:18]([CH:19]([CH3:21])[CH3:20])[CH:17]=[N:16][N:15]=1)[N:7]=3. The catalyst is C(#N)C.[Pd]. The product is [CH:19]([N:18]1[CH:17]=[N:16][N:15]=[C:14]1[N:8]1[N:7]=[C:6]2[C:10]([CH2:11][CH2:12][O:13][C:4]3[CH:3]=[CH:2][CH:23]=[CH:22][C:5]=32)=[CH:9]1)([CH3:21])[CH3:20]. The yield is 0.560.